The task is: Regression. Given two drug SMILES strings and cell line genomic features, predict the synergy score measuring deviation from expected non-interaction effect.. This data is from Merck oncology drug combination screen with 23,052 pairs across 39 cell lines. (1) Drug 1: N.N.O=C(O)C1(C(=O)O)CCC1.[Pt]. Drug 2: O=C(O)C1(Cc2cccc(Nc3nccs3)n2)CCC(Oc2cccc(Cl)c2F)CC1. Cell line: NCIH23. Synergy scores: synergy=3.74. (2) Drug 1: CNC(=O)c1cc(Oc2ccc(NC(=O)Nc3ccc(Cl)c(C(F)(F)F)c3)cc2)ccn1. Drug 2: Cn1cc(-c2cnn3c(N)c(Br)c(C4CCCNC4)nc23)cn1. Cell line: UWB1289. Synergy scores: synergy=-6.95. (3) Drug 1: CC(C)CC(NC(=O)C(Cc1ccccc1)NC(=O)c1cnccn1)B(O)O. Drug 2: CCC1(O)C(=O)OCc2c1cc1n(c2=O)Cc2cc3c(CN(C)C)c(O)ccc3nc2-1. Cell line: LNCAP. Synergy scores: synergy=-16.8. (4) Drug 1: CS(=O)(=O)CCNCc1ccc(-c2ccc3ncnc(Nc4ccc(OCc5cccc(F)c5)c(Cl)c4)c3c2)o1. Drug 2: CNC(=O)c1cc(Oc2ccc(NC(=O)Nc3ccc(Cl)c(C(F)(F)F)c3)cc2)ccn1. Cell line: SKOV3. Synergy scores: synergy=27.0. (5) Drug 1: NC1(c2ccc(-c3nc4ccn5c(=O)[nH]nc5c4cc3-c3ccccc3)cc2)CCC1. Drug 2: Cn1cc(-c2cnn3c(N)c(Br)c(C4CCCNC4)nc23)cn1. Cell line: LOVO. Synergy scores: synergy=26.1. (6) Drug 1: NC1(c2ccc(-c3nc4ccn5c(=O)[nH]nc5c4cc3-c3ccccc3)cc2)CCC1. Drug 2: COC1CC2CCC(C)C(O)(O2)C(=O)C(=O)N2CCCCC2C(=O)OC(C(C)CC2CCC(OP(C)(C)=O)C(OC)C2)CC(=O)C(C)C=C(C)C(O)C(OC)C(=O)C(C)CC(C)C=CC=CC=C1C. Cell line: HT29. Synergy scores: synergy=46.1. (7) Cell line: LOVO. Drug 1: N.N.O=C(O)C1(C(=O)O)CCC1.[Pt]. Drug 2: O=C(NOCC(O)CO)c1ccc(F)c(F)c1Nc1ccc(I)cc1F. Synergy scores: synergy=-0.555. (8) Drug 1: CS(=O)(=O)CCNCc1ccc(-c2ccc3ncnc(Nc4ccc(OCc5cccc(F)c5)c(Cl)c4)c3c2)o1. Drug 2: CCC1(O)C(=O)OCc2c1cc1n(c2=O)Cc2cc3c(CN(C)C)c(O)ccc3nc2-1. Cell line: A375. Synergy scores: synergy=-1.77. (9) Drug 1: CN(Cc1cnc2nc(N)nc(N)c2n1)c1ccc(C(=O)NC(CCC(=O)O)C(=O)O)cc1. Drug 2: N#Cc1ccc(Cn2cncc2CN2CCN(c3cccc(Cl)c3)C(=O)C2)cc1. Cell line: EFM192B. Synergy scores: synergy=-5.74. (10) Drug 1: O=c1[nH]cc(F)c(=O)[nH]1. Drug 2: O=C(NOCC(O)CO)c1ccc(F)c(F)c1Nc1ccc(I)cc1F. Cell line: CAOV3. Synergy scores: synergy=-1.13.